Dataset: Catalyst prediction with 721,799 reactions and 888 catalyst types from USPTO. Task: Predict which catalyst facilitates the given reaction. (1) Reactant: [CH3:1][N:2]1[C:7]2[N:8]=[CH:9][C:10]([O:12][C:13]3[CH:14]=[N:15][CH:16]=[C:17]([CH3:19])[CH:18]=3)=[CH:11][C:6]=2[C:5](=[O:20])[N:4]([CH2:21][CH2:22][CH2:23][O:24][CH:25]2[CH2:30][CH2:29][CH2:28][CH2:27][O:26]2)[C:3]1=[O:31].[Li+].CC([N-]C(C)C)C.[CH3:40][CH:41]([CH3:45])[CH2:42][CH:43]=[O:44]. Product: [OH:44][CH:43]([C:11]1[C:6]2[C:5](=[O:20])[N:4]([CH2:21][CH2:22][CH2:23][O:24][CH:25]3[CH2:30][CH2:29][CH2:28][CH2:27][O:26]3)[C:3](=[O:31])[N:2]([CH3:1])[C:7]=2[N:8]=[CH:9][C:10]=1[O:12][C:13]1[CH:14]=[N:15][CH:16]=[C:17]([CH3:19])[CH:18]=1)[CH2:42][CH:41]([CH3:45])[CH3:40]. The catalyst class is: 677. (2) Reactant: [CH:1]1([C:6]2[CH:29]=[CH:28][C:9]([CH2:10][O:11][C:12]3[CH:20]=[CH:19][C:18]4[N:17]5[CH2:21][CH2:22][CH:23]([CH2:24][C:25]([OH:27])=[O:26])[C:16]5=[CH:15][C:14]=4[CH:13]=3)=[CH:8][C:7]=2[C:30]([F:33])([F:32])[F:31])[CH2:5][CH2:4][CH2:3][CH2:2]1.[O-]S(C(F)(F)F)(=O)=O.F[N+:43]1[CH:48]=[CH:47][CH:46]=[CH:45][CH:44]=1. Product: [CH:1]1([C:6]2[CH:29]=[CH:28][C:9]([CH2:10][O:11][C:12]3[CH:20]=[CH:19][C:18]4[N:17]5[CH2:21][CH2:22][CH:23]([CH2:24][C:25]([OH:27])=[O:26])[C:16]5=[C:15]([C:44]5[CH:45]=[CH:46][CH:47]=[CH:48][N:43]=5)[C:14]=4[CH:13]=3)=[CH:8][C:7]=2[C:30]([F:33])([F:31])[F:32])[CH2:5][CH2:4][CH2:3][CH2:2]1. The catalyst class is: 91.